From a dataset of Catalyst prediction with 721,799 reactions and 888 catalyst types from USPTO. Predict which catalyst facilitates the given reaction. Reactant: FC(F)(F)C(O)=O.C(OC([N:15]1[CH2:20][CH2:19][N:18]2[C:21]([C:24]3[CH:29]=[CH:28][C:27]([O:30][CH3:31])=[CH:26][CH:25]=3)=[N:22][N:23]=[C:17]2[CH:16]1[C:32]1[O:36][N:35]=[C:34]([C:37]2[CH:42]=[CH:41][CH:40]=[C:39]([Cl:43])[CH:38]=2)[N:33]=1)=O)(C)(C)C. Product: [Cl:43][C:39]1[CH:38]=[C:37]([C:34]2[N:33]=[C:32]([CH:16]3[NH:15][CH2:20][CH2:19][N:18]4[C:21]([C:24]5[CH:29]=[CH:28][C:27]([O:30][CH3:31])=[CH:26][CH:25]=5)=[N:22][N:23]=[C:17]34)[O:36][N:35]=2)[CH:42]=[CH:41][CH:40]=1. The catalyst class is: 4.